From a dataset of Full USPTO retrosynthesis dataset with 1.9M reactions from patents (1976-2016). Predict the reactants needed to synthesize the given product. (1) Given the product [CH3:11][O:7][C:6](=[O:8])[C:5]1[CH:9]=[CH:10][C:2]([O:1][C:21]2[C:22]3[CH2:27][CH2:26][CH2:25][C:23]=3[N:24]=[C:19]([Cl:18])[N:20]=2)=[CH:3][CH:4]=1, predict the reactants needed to synthesize it. The reactants are: [OH:1][C:2]1[CH:10]=[CH:9][C:5]([C:6]([OH:8])=[O:7])=[CH:4][CH:3]=1.[C:11](=O)([O-])[O-].[Cs+].[Cs+].[Cl-].[Cl:18][C:19]1[N:20]=[C:21](Cl)[C:22]2[CH2:27][CH2:26][CH2:25][C:23]=2[N:24]=1. (2) The reactants are: Cl.[Cl:2][C:3]1[CH:4]=[C:5]([CH2:10][N:11]2[C:15]3[C:16](=[O:20])[CH2:17][CH2:18][CH2:19][C:14]=3[N:13]=[C:12]2[CH:21]([CH3:23])[CH3:22])[CH:6]=[CH:7][C:8]=1[Cl:9].B1(C)OC(C2C=CC=CC=2)(C2C=CC=CC=2)[C@H]2N1CCC2.B.CO. Given the product [Cl:2][C:3]1[CH:4]=[C:5]([CH2:10][N:11]2[C:15]3[CH:16]([OH:20])[CH2:17][CH2:18][CH2:19][C:14]=3[N:13]=[C:12]2[CH:21]([CH3:23])[CH3:22])[CH:6]=[CH:7][C:8]=1[Cl:9], predict the reactants needed to synthesize it. (3) Given the product [F:26][C:25]([F:28])([F:27])[C:23]([OH:29])=[O:24].[F:22][C:9]1([C:6]2[CH:5]=[CH:4][C:3]([C:1]#[N:2])=[CH:8][N:7]=2)[CH2:14][CH2:13][NH:12][CH2:11][CH2:10]1, predict the reactants needed to synthesize it. The reactants are: [C:1]([C:3]1[CH:4]=[CH:5][C:6]([C:9]2([F:22])[CH2:14][CH2:13][N:12](C(OC(C)(C)C)=O)[CH2:11][CH2:10]2)=[N:7][CH:8]=1)#[N:2].[C:23]([OH:29])([C:25]([F:28])([F:27])[F:26])=[O:24]. (4) Given the product [NH:38]1[C:39]2[C:44](=[CH:43][CH:42]=[CH:41][CH:40]=2)[C:36]([CH2:35][C@@H:31]([NH:30][C:28](=[O:29])[C:27]([NH:26][C:24]([O:23][C:19]([CH3:21])([CH3:22])[CH3:20])=[O:25])([CH3:45])[CH3:46])[C:32](=[O:34])[NH:10][C:9]2[N:14]=[CH:13][N:12]([CH:54]([C:62]3[CH:63]=[CH:64][CH:65]=[CH:66][CH:67]=3)[C:55](=[O:56])[N:57]3[CH2:58][CH2:59][CH2:60][CH2:61]3)[CH:11]=2)=[CH:37]1, predict the reactants needed to synthesize it. The reactants are: CN1CCOCC1.Cl[C:9]1[N:14]=[C:13](OC)[N:12]=[C:11](OC)[N:10]=1.[C:19]([O:23][C:24]([NH:26][C:27]([CH3:46])([CH3:45])[C:28]([NH:30][C@H:31]([CH2:35][C:36]1[C:44]2[C:39](=[CH:40][CH:41]=[CH:42][CH:43]=2)[NH:38][CH:37]=1)[C:32]([OH:34])=O)=[O:29])=[O:25])([CH3:22])([CH3:21])[CH3:20].Cl.NC1N=C([CH:54]([C:62]2[CH:67]=[CH:66][CH:65]=[CH:64][CH:63]=2)[C:55]([N:57]2[CH2:61][CH2:60][CH2:59][CH2:58]2)=[O:56])NC=1.